Dataset: M1 muscarinic receptor agonist screen with 61,833 compounds. Task: Binary Classification. Given a drug SMILES string, predict its activity (active/inactive) in a high-throughput screening assay against a specified biological target. The molecule is s1c(NC(=O)NCc2c(OC)cccc2)ccc1. The result is 0 (inactive).